This data is from Full USPTO retrosynthesis dataset with 1.9M reactions from patents (1976-2016). The task is: Predict the reactants needed to synthesize the given product. (1) Given the product [S:45]([OH:48])(=[O:47])(=[O:46])[CH3:44].[CH3:1][C:2]1([C:5]([N:7]2[CH2:8][CH2:9][CH:10]([O:13][C:14]3[C:23]4[C:18](=[CH:19][CH:20]=[CH:21][CH:22]=4)[C:17]([NH:24][C:25]([NH:27][C:28]4[N:29]([C:37]5[CH:42]=[CH:41][C:40]([CH3:43])=[CH:39][CH:38]=5)[N:30]=[C:31]([C:33]5([CH3:36])[CH2:35][CH2:34]5)[CH:32]=4)=[O:26])=[CH:16][N:15]=3)[CH2:11][CH2:12]2)=[O:6])[CH2:3][CH2:4]1, predict the reactants needed to synthesize it. The reactants are: [CH3:1][C:2]1([C:5]([N:7]2[CH2:12][CH2:11][CH:10]([O:13][C:14]3[C:23]4[C:18](=[CH:19][CH:20]=[CH:21][CH:22]=4)[C:17]([NH:24][C:25]([NH:27][C:28]4[N:29]([C:37]5[CH:42]=[CH:41][C:40]([CH3:43])=[CH:39][CH:38]=5)[N:30]=[C:31]([C:33]5([CH3:36])[CH2:35][CH2:34]5)[CH:32]=4)=[O:26])=[CH:16][N:15]=3)[CH2:9][CH2:8]2)=[O:6])[CH2:4][CH2:3]1.[CH3:44][S:45]([OH:48])(=[O:47])=[O:46]. (2) The reactants are: [N:1]1([C:6]2([C:9]#[N:10])[CH2:8][CH2:7]2)[CH2:5][CH2:4][CH2:3][CH2:2]1.[C:11]1([Li])[CH:16]=[CH:15][CH:14]=[CH:13][CH:12]=1. Given the product [C:11]1([CH:9]([NH2:10])[C:6]2([N:1]3[CH2:5][CH2:4][CH2:3][CH2:2]3)[CH2:8][CH2:7]2)[CH:16]=[CH:15][CH:14]=[CH:13][CH:12]=1, predict the reactants needed to synthesize it. (3) Given the product [CH2:28]([C:16]1[CH:15]=[C:14]([C:20]([F:21])([F:23])[F:22])[C:13]2[N:12]([CH3:24])[C@H:11]3[CH2:25][CH2:26][NH:8][CH2:9][C@H:10]3[C:18]=2[CH:17]=1)[CH2:29][CH2:30][CH3:31], predict the reactants needed to synthesize it. The reactants are: C(OC([N:8]1[CH2:26][CH2:25][C@@H:11]2[N:12]([CH3:24])[C:13]3[C:14]([C:20]([F:23])([F:22])[F:21])=[CH:15][C:16](Br)=[CH:17][C:18]=3[C@@H:10]2[CH2:9]1)=O)(C)(C)C.[Br-].[CH2:28]([Zn+])[CH2:29][CH2:30][CH3:31]. (4) The reactants are: [O:1]([CH:8]([CH3:12])[C:9]([OH:11])=O)[C:2]1[CH:7]=[CH:6][CH:5]=[CH:4][CH:3]=1.[NH2:13][C:14]1[CH:19]=[CH:18][C:17]([N:20]2[C:26](=[O:27])[CH2:25][C:24](=[O:28])[NH:23][C:22]3[C:29]4[C:34]([CH:35]=[CH:36][C:21]2=3)=[CH:33][CH:32]=[CH:31][CH:30]=4)=[CH:16][CH:15]=1.O(C(C)C(Cl)=O)C1C=CC=CC=1. Given the product [O:1]([CH:8]([CH3:12])[C:9]([NH:13][C:14]1[CH:19]=[CH:18][C:17]([N:20]2[C:26](=[O:27])[CH2:25][C:24](=[O:28])[NH:23][C:22]3[C:29]4[C:34]([CH:35]=[CH:36][C:21]2=3)=[CH:33][CH:32]=[CH:31][CH:30]=4)=[CH:16][CH:15]=1)=[O:11])[C:2]1[CH:3]=[CH:4][CH:5]=[CH:6][CH:7]=1, predict the reactants needed to synthesize it. (5) Given the product [CH3:17][O:11][C:10](=[O:12])[CH2:9][C:4]1[CH:5]=[C:6]([CH3:8])[CH:7]=[C:2]([Br:1])[CH:3]=1, predict the reactants needed to synthesize it. The reactants are: [Br:1][C:2]1[CH:3]=[C:4]([CH2:9][C:10]([OH:12])=[O:11])[CH:5]=[C:6]([CH3:8])[CH:7]=1.S(Cl)(Cl)=O.[CH3:17]O. (6) Given the product [F:1][C:2]([F:11])([F:12])[C:3]([OH:4])([C:5]1[CH:10]=[CH:9][CH:8]=[CH:7][CH:6]=1)[CH2:15][C:14]([O:17][CH2:18][CH3:19])=[O:16], predict the reactants needed to synthesize it. The reactants are: [F:1][C:2]([F:12])([F:11])[C:3]([C:5]1[CH:10]=[CH:9][CH:8]=[CH:7][CH:6]=1)=[O:4].Cl.[C:14]([O:17][CH2:18][CH3:19])(=[O:16])[CH3:15]. (7) Given the product [CH3:32][CH:28]([N:26]1[CH:27]=[C:23]([C:21]2[CH:20]=[N:19][N:18]3[C:14]([C:10]4[CH:9]=[C:8]([NH:7][C:5]([NH:4][CH2:3][C:2]([F:34])([F:33])[F:1])=[O:6])[CH:13]=[CH:12][CH:11]=4)=[CH:15][N:16]=[C:17]3[CH:22]=2)[CH:24]=[N:25]1)[C:29]([N:35]1[CH2:40][CH2:39][O:38][CH2:37][CH2:36]1)=[O:30], predict the reactants needed to synthesize it. The reactants are: [F:1][C:2]([F:34])([F:33])[CH2:3][NH:4][C:5]([NH:7][C:8]1[CH:9]=[C:10]([C:14]2[N:18]3[N:19]=[CH:20][C:21]([C:23]4[CH:24]=[N:25][N:26]([CH:28]([CH3:32])[C:29](O)=[O:30])[CH:27]=4)=[CH:22][C:17]3=[N:16][CH:15]=2)[CH:11]=[CH:12][CH:13]=1)=[O:6].[NH:35]1[CH2:40][CH2:39][O:38][CH2:37][CH2:36]1.